The task is: Predict the product of the given reaction.. This data is from Forward reaction prediction with 1.9M reactions from USPTO patents (1976-2016). (1) Given the reactants Cl[C:2]1[C:11]2[C:6](=[CH:7][C:8]([O:14][CH2:15][CH2:16][CH2:17][N:18]3[CH2:23][CH2:22][N:21]([CH3:24])[CH2:20][C:19]3=[O:25])=[C:9]([O:12][CH3:13])[CH:10]=2)[N:5]=[CH:4][N:3]=1.[Cl:26][C:27]1[CH:35]=[C:34]([C:36]#[C:37][CH2:38][CH2:39][O:40][CH3:41])[C:30]2[O:31][CH2:32][O:33][C:29]=2[C:28]=1[NH2:42].C[Si]([N-][Si](C)(C)C)(C)C.[Na+], predict the reaction product. The product is: [Cl:26][C:27]1[CH:35]=[C:34]([C:36]#[C:37][CH2:38][CH2:39][O:40][CH3:41])[C:30]2[O:31][CH2:32][O:33][C:29]=2[C:28]=1[NH:42][C:2]1[C:11]2[C:6](=[CH:7][C:8]([O:14][CH2:15][CH2:16][CH2:17][N:18]3[CH2:23][CH2:22][N:21]([CH3:24])[CH2:20][C:19]3=[O:25])=[C:9]([O:12][CH3:13])[CH:10]=2)[N:5]=[CH:4][N:3]=1. (2) Given the reactants [NH2:1][C@H:2]1[CH2:7][CH2:6][C@H:5]([NH2:8])[CH2:4][CH2:3]1.[Cl:9][C:10]1[N:18]=[C:17]2[C:13]([N:14]=[CH:15][N:16]2[CH:19]2[CH2:23][CH2:22][S:21][CH2:20]2)=[C:12]([NH:24][CH2:25][C:26]2[CH:31]=[CH:30][CH:29]=[CH:28][CH:27]=2)[N:11]=1, predict the reaction product. The product is: [ClH:9].[ClH:9].[NH2:1][CH:2]1[CH2:7][CH2:6][CH:5]([NH:8][C:10]2[N:18]=[C:17]3[C:13]([N:14]=[CH:15][N:16]3[CH:19]3[CH2:23][CH2:22][S:21][CH2:20]3)=[C:12]([NH:24][CH2:25][C:26]3[CH:31]=[CH:30][CH:29]=[CH:28][CH:27]=3)[N:11]=2)[CH2:4][CH2:3]1. (3) Given the reactants [C:1]1([S:7](Cl)(=[O:9])=[O:8])[CH:6]=[CH:5][CH:4]=[CH:3][CH:2]=1.[CH3:11][C:12]1[CH:21]=[C:20]([NH:22][C:23]([NH:25][CH2:26][CH2:27][N:28]2[CH2:33][CH2:32][NH:31][CH2:30][CH2:29]2)=[O:24])[C:19]2[C:14](=[CH:15][CH:16]=[CH:17][CH:18]=2)[N:13]=1.CCN(C(C)C)C(C)C, predict the reaction product. The product is: [C:1]1([S:7]([N:31]2[CH2:32][CH2:33][N:28]([CH2:27][CH2:26][NH:25][C:23]([NH:22][C:20]3[C:19]4[C:14](=[CH:15][CH:16]=[CH:17][CH:18]=4)[N:13]=[C:12]([CH3:11])[CH:21]=3)=[O:24])[CH2:29][CH2:30]2)(=[O:9])=[O:8])[CH:6]=[CH:5][CH:4]=[CH:3][CH:2]=1. (4) Given the reactants Br[CH2:2][CH2:3][O:4][CH2:5][CH2:6]Br.C(=O)([O-])[O-].[K+].[K+].CN(C)C=O.[NH2:19][C:20]1[N:25]=[C:24]([Cl:26])[CH:23]=[C:22]([Cl:27])[N:21]=1, predict the reaction product. The product is: [Cl:27][C:22]1[CH:23]=[C:24]([Cl:26])[N:25]=[C:20]([N:19]2[CH2:6][CH2:5][O:4][CH2:3][CH2:2]2)[N:21]=1. (5) Given the reactants C([O:8][C:9]1[C:29]([Cl:30])=[CH:28][C:12]([C:13]([N:15]2[C:24]3[C:19](=[CH:20][CH:21]=[CH:22][CH:23]=3)[N:18]([C:25](=[O:27])[CH3:26])[CH2:17][CH2:16]2)=[O:14])=[CH:11][C:10]=1[Cl:31])C1C=CC=CC=1, predict the reaction product. The product is: [Cl:31][C:10]1[CH:11]=[C:12]([CH:28]=[C:29]([Cl:30])[C:9]=1[OH:8])[C:13]([N:15]1[C:24]2[C:19](=[CH:20][CH:21]=[CH:22][CH:23]=2)[N:18]([C:25](=[O:27])[CH3:26])[CH2:17][CH2:16]1)=[O:14]. (6) Given the reactants [CH2:1]([O:8][C:9]([NH:11][C@@H:12]([CH:18]([CH3:20])[CH3:19])[CH2:13][C:14](OC)=[O:15])=[O:10])[C:2]1[CH:7]=[CH:6][CH:5]=[CH:4][CH:3]=1.[Li+].[BH4-], predict the reaction product. The product is: [CH2:1]([O:8][C:9](=[O:10])[NH:11][C@@H:12]([CH:18]([CH3:19])[CH3:20])[CH2:13][CH2:14][OH:15])[C:2]1[CH:7]=[CH:6][CH:5]=[CH:4][CH:3]=1. (7) Given the reactants [CH3:1][C@@H:2]1[O:7][C@H:6]([CH3:8])[CH2:5][N:4]([C:9]2[CH:16]=[C:15]([F:17])[C:14]([C:18]#[CH:19])=[CH:13][C:10]=2[CH:11]=[O:12])[CH2:3]1.Br[C:21]1[S:22][CH:23]=[N:24][N:25]=1, predict the reaction product. The product is: [CH3:1][C@H:2]1[O:7][C@@H:6]([CH3:8])[CH2:5][N:4]([C:9]2[CH:16]=[C:15]([F:17])[C:14]([C:18]#[C:19][C:21]3[S:22][CH:23]=[N:24][N:25]=3)=[CH:13][C:10]=2[CH:11]=[O:12])[CH2:3]1. (8) Given the reactants [CH3:1][O:2][C:3]([CH:5](P(OC)(OC)=O)[NH:6][C:7]([O:9][CH2:10][C:11]1[CH:16]=[CH:15][CH:14]=[CH:13][CH:12]=1)=[O:8])=[O:4].CN(C)C(=N)N(C)C.[C:31]([O:35][C:36]([N:38]1[C:46]2[C:41](=[CH:42][C:43]([CH:47]=O)=[CH:44][CH:45]=2)[CH:40]=[N:39]1)=[O:37])([CH3:34])([CH3:33])[CH3:32], predict the reaction product. The product is: [C:31]([O:35][C:36]([N:38]1[C:46]2[C:41](=[CH:42][C:43]([CH:47]=[C:5]([NH:6][C:7]([O:9][CH2:10][C:11]3[CH:12]=[CH:13][CH:14]=[CH:15][CH:16]=3)=[O:8])[C:3]([O:2][CH3:1])=[O:4])=[CH:44][CH:45]=2)[CH:40]=[N:39]1)=[O:37])([CH3:34])([CH3:33])[CH3:32]. (9) Given the reactants [F:1][CH2:2][CH:3]([O:6][C:7]1[CH:8]=[C:9]([CH:13]=[C:14]([O:16][CH2:17][C:18]2[CH:23]=[CH:22][CH:21]=[CH:20][CH:19]=2)[CH:15]=1)[C:10]([OH:12])=O)[CH2:4][F:5].[NH2:24][C:25]1[CH:29]=[CH:28][N:27]([CH3:30])[N:26]=1.CN(C(ON1N=NC2C=CC=NC1=2)=[N+](C)C)C.F[P-](F)(F)(F)(F)F.CCN(C(C)C)C(C)C, predict the reaction product. The product is: [F:5][CH2:4][CH:3]([O:6][C:7]1[CH:8]=[C:9]([CH:13]=[C:14]([O:16][CH2:17][C:18]2[CH:23]=[CH:22][CH:21]=[CH:20][CH:19]=2)[CH:15]=1)[C:10]([NH:24][C:25]1[CH:29]=[CH:28][N:27]([CH3:30])[N:26]=1)=[O:12])[CH2:2][F:1].